From a dataset of Full USPTO retrosynthesis dataset with 1.9M reactions from patents (1976-2016). Predict the reactants needed to synthesize the given product. (1) Given the product [CH2:8]([N:5]1[CH2:6][CH2:7][CH:2]([NH:1][C:16]2[C:21]([N+:22]([O-:24])=[O:23])=[CH:20][CH:19]=[CH:18][C:17]=2[CH3:25])[CH2:3][CH2:4]1)[C:9]1[CH:14]=[CH:13][CH:12]=[CH:11][CH:10]=1, predict the reactants needed to synthesize it. The reactants are: [NH2:1][CH:2]1[CH2:7][CH2:6][N:5]([CH2:8][C:9]2[CH:14]=[CH:13][CH:12]=[CH:11][CH:10]=2)[CH2:4][CH2:3]1.Cl[C:16]1[C:21]([N+:22]([O-:24])=[O:23])=[CH:20][CH:19]=[CH:18][C:17]=1[CH3:25].O. (2) Given the product [OH:1][C:2]([CH3:9])([CH3:8])[CH2:3][C:4]([NH:13][CH2:10][CH2:11][CH3:12])=[O:5], predict the reactants needed to synthesize it. The reactants are: [OH:1][C:2]([CH3:9])([CH3:8])[CH2:3][C:4](OC)=[O:5].[CH2:10]([NH2:13])[CH2:11][CH3:12]. (3) Given the product [CH2:7]([N:9]1[CH:13]=[C:12]([CH2:14][OH:15])[N:11]=[CH:10]1)[CH3:8], predict the reactants needed to synthesize it. The reactants are: [H-].[Al+3].[Li+].[H-].[H-].[H-].[CH2:7]([N:9]1[CH:13]=[C:12]([CH:14]=[O:15])[N:11]=[CH:10]1)[CH3:8].O.O.O.O.O.O.O.O.O.O.S([O-])([O-])(=O)=O.[Na+].[Na+]. (4) Given the product [CH3:41][C:40]1[CH:39]=[C:38]([CH3:42])[N:37]=[CH:36][C:35]=1[C:31]1[CH:30]=[C:29]([C:27]2[CH2:26][C:25](=[O:43])[NH:24][C:9]3[CH:10]=[C:11]([C:20]([F:22])([F:21])[F:23])[C:12]([O:14][CH2:15][C:16]([F:18])([F:19])[F:17])=[CH:13][C:8]=3[N:7]=2)[CH:34]=[CH:33][CH:32]=1, predict the reactants needed to synthesize it. The reactants are: C(OC(=O)[NH:7][C:8]1[CH:13]=[C:12]([O:14][CH2:15][C:16]([F:19])([F:18])[F:17])[C:11]([C:20]([F:23])([F:22])[F:21])=[CH:10][C:9]=1[NH:24][C:25](=[O:43])[CH2:26][C:27]([C:29]1[CH:34]=[CH:33][CH:32]=[C:31]([C:35]2[CH:36]=[N:37][C:38]([CH3:42])=[CH:39][C:40]=2[CH3:41])[CH:30]=1)=O)(C)(C)C.C(O)(C(F)(F)F)=O.